This data is from Full USPTO retrosynthesis dataset with 1.9M reactions from patents (1976-2016). The task is: Predict the reactants needed to synthesize the given product. Given the product [OH:22][C:19]1[CH:18]=[CH:17][C:16]([CH:13]2[CH2:12][CH2:11][CH:10]([C:4]3[CH:5]=[C:6]([CH3:9])[C:7]([OH:8])=[C:2]([CH3:1])[CH:3]=3)[CH2:15][CH2:14]2)=[CH:21][CH:20]=1, predict the reactants needed to synthesize it. The reactants are: [CH3:1][C:2]1[CH:3]=[C:4]([C:10]2[CH2:15][CH2:14][CH:13]([C:16]3[CH:21]=[CH:20][C:19]([OH:22])=[CH:18][CH:17]=3)[CH2:12][CH:11]=2)[CH:5]=[C:6]([CH3:9])[C:7]=1[OH:8].